Predict the reactants needed to synthesize the given product. From a dataset of Full USPTO retrosynthesis dataset with 1.9M reactions from patents (1976-2016). (1) The reactants are: [Cl:1][C:2]1[CH:7]=[C:6](Br)[C:5]([Cl:9])=[CH:4][C:3]=1[OH:10].[CH3:11][N:12](C=O)C. Given the product [Cl:9][C:5]1[CH:4]=[C:3]([OH:10])[C:2]([Cl:1])=[CH:7][C:6]=1[C:11]#[N:12], predict the reactants needed to synthesize it. (2) Given the product [ClH:38].[ClH:38].[ClH:38].[F:1][C:2]1[CH:7]=[CH:6][C:5]([CH:8]([CH:11]2[CH2:44][CH:43]([OH:42])[CH2:8][CH2:9][N:10]2[CH3:15])[CH2:9][N:10]2[CH2:11][CH2:12][N:13]([CH2:16][CH2:17][CH2:18][CH2:19][C:20]3[C:29]4[C:24](=[CH:25][CH:26]=[CH:27][CH:28]=4)[CH:23]=[CH:22][CH:21]=3)[CH2:14][CH2:15]2)=[CH:4][CH:3]=1, predict the reactants needed to synthesize it. The reactants are: [F:1][C:2]1[CH:7]=[CH:6][C:5]([CH:8](C2(O)CCN(C)CC2)[CH2:9][N:10]2[CH2:15][CH2:14][N:13]([CH2:16][CH2:17][CH2:18][CH2:19][C:20]3[C:29]4[C:24](=[CH:25][CH:26]=[CH:27][CH:28]=4)[CH:23]=[CH:22][CH:21]=3)[CH2:12][CH2:11]2)=[CH:4][CH:3]=1.[ClH:38].C([O:42][CH2:43][CH3:44])(=O)C. (3) The reactants are: [OH:1][CH2:2][CH2:3][CH2:4][CH2:5][CH2:6][CH2:7][CH2:8][CH2:9][O:10][C:11]1[CH:16]=[CH:15][C:14]([CH2:17][C:18]#[N:19])=[CH:13][CH:12]=1.[CH3:20][O:21][C:22]1[CH:23]=[C:24]([CH:27]=[CH:28][C:29]=1[O:30][CH3:31])[CH:25]=O. Given the product [CH3:20][O:21][C:22]1[CH:23]=[C:24](/[CH:25]=[C:17](/[C:14]2[CH:13]=[CH:12][C:11]([O:10][CH2:9][CH2:8][CH2:7][CH2:6][CH2:5][CH2:4][CH2:3][CH2:2][OH:1])=[CH:16][CH:15]=2)\[C:18]#[N:19])[CH:27]=[CH:28][C:29]=1[O:30][CH3:31], predict the reactants needed to synthesize it. (4) Given the product [C:20]([O:1][C:2]1[CH:3]=[CH:4][C:5]([C:8]2[O:17][C:12]3=[N:13][CH:14]=[CH:15][CH:16]=[C:11]3[C:10](=[O:18])[CH:9]=2)=[CH:6][CH:7]=1)(=[O:21])[CH3:19], predict the reactants needed to synthesize it. The reactants are: [OH:1][C:2]1[CH:7]=[CH:6][C:5]([C:8]2[O:17][C:12]3=[N:13][CH:14]=[CH:15][CH:16]=[C:11]3[C:10](=[O:18])[CH:9]=2)=[CH:4][CH:3]=1.[CH3:19][C:20](OC(C)=O)=[O:21].N1C=CC=CC=1. (5) The reactants are: [CH2:1]([NH:3][C:4](=[O:19])[CH:5]([C:7]1[CH:12]=[CH:11][C:10]([C:13]#[C:14][Si](C)(C)C)=[CH:9][CH:8]=1)[CH3:6])[CH3:2].[F-].C([N+](CCCC)(CCCC)CCCC)CCC.O. Given the product [CH2:1]([NH:3][C:4](=[O:19])[CH:5]([C:7]1[CH:8]=[CH:9][C:10]([C:13]#[CH:14])=[CH:11][CH:12]=1)[CH3:6])[CH3:2], predict the reactants needed to synthesize it. (6) Given the product [C:44]([NH:43][C:41]1[N:40]=[C:39]([C:48]2[CH:53]=[CH:52][CH:51]=[CH:50][N:49]=2)[CH:38]=[C:37]([C:33]2[CH:34]=[N:35][CH:36]=[C:31]([C:12]3[CH:11]=[CH:10][C:9]([C:7]([N:1]4[CH2:2][CH2:3][NH:4][CH2:5][CH2:6]4)=[O:8])=[CH:14][CH:13]=3)[CH:32]=2)[CH:42]=1)([CH3:47])([CH3:45])[CH3:46], predict the reactants needed to synthesize it. The reactants are: [N:1]1([C:7]([C:9]2[CH:14]=[CH:13][C:12](B3OC(C)(C)C(C)(C)O3)=[CH:11][CH:10]=2)=[O:8])[CH2:6][CH2:5][NH:4][CH2:3][CH2:2]1.C([O-])([O-])=O.[Na+].[Na+].Br[C:31]1[CH:32]=[C:33]([C:37]2[CH:42]=[C:41]([NH:43][C:44]([CH3:47])([CH3:46])[CH3:45])[N:40]=[C:39]([C:48]3[CH:53]=[CH:52][CH:51]=[CH:50][N:49]=3)[CH:38]=2)[CH:34]=[N:35][CH:36]=1. (7) Given the product [OH:3][CH2:2][C:4]1[S:8][C:7]([NH:9][C:10](=[O:25])[C:11]2[CH:16]=[C:15]([C:17]([F:20])([F:19])[F:18])[CH:14]=[C:13]([C:21]([F:22])([F:23])[F:24])[CH:12]=2)=[N:6][C:5]=1[C:26]([F:32])([F:31])[C:27]([F:28])([F:29])[F:30], predict the reactants needed to synthesize it. The reactants are: Cl[C:2]([C:4]1[S:8][C:7]([NH:9][C:10](=[O:25])[C:11]2[CH:16]=[C:15]([C:17]([F:20])([F:19])[F:18])[CH:14]=[C:13]([C:21]([F:24])([F:23])[F:22])[CH:12]=2)=[N:6][C:5]=1[C:26]([F:32])([F:31])[C:27]([F:30])([F:29])[F:28])=[O:3].[BH4-].[Na+].O.Cl.